The task is: Regression. Given a target protein amino acid sequence and a drug SMILES string, predict the binding affinity score between them. We predict pKi (pKi = -log10(Ki in M); higher means stronger inhibition). Dataset: bindingdb_ki.. This data is from Drug-target binding data from BindingDB using Ki measurements. (1) The drug is COc1ccc(C(CN(C)C)C2(O)CCCCC2)cc1. The target is MLLARMKPQVQPELGGADQ. The pKi is 9.1. (2) The drug is O=C([C@@H]1CCCN1C(=O)OCc1ccccc1)N1CCCC1. The target protein (Q9XTA2) has sequence MLSFQYPDVYRDETAVQDYHGHKICDPYAWLEDPDSEQTKAFVEAQNKITVPFLEQCPIRGLYKERMTELYDYPKYSCNFKKGKRYFYFYNTGLQNQRVLYVQDSLEGEARVCLDPNTLSDDGTVALRGYAFSEDGEYVAYGLSASGSDWVTIKFMKVDGAKELADVLERVKFSCMAWTHDGKGMFYNAYPQQDGKSDGTETSTNLHQKLCYHVLGTDQSEDILCAEFPDEPKWMGGAELSDDGRYVLLSIREGCDPVNRLWYCDLHQEPNGITGILKWVKLIDNFEGEYDYVTNEGTVFTFKTNRHSPNYRLINIDFTDPEESRWKVLVPEHEKDVLEWVACVRSNFLVLCYLHDVKNTLQLHDMATGALLKTFPLEVGSVVGYSGQKKDTEIFYQFTSFLSPGIIYHCDLTKEELEPRVFREVTVKGIDASDYQTVQIFYPSKDGTKIPMFIVHKKGIKLDGSHPAFLYGYGGFNISITPNYSVCRLIFVRHMGGVLA.... The pKi is 5.7. (3) The pKi is 6.9. The drug is COc1ccc(-c2cn3ccnc(NC(=O)c4ccccc4)c3n2)cc1. The target protein (P0DMS9) has sequence MEGSPAGPIEQKEARWESSWEEQPDWTLGCLSPESQFRIPGLPGCILSFQLKVCFLPVMWLFILLSLALISDAMVMDEKVKRSFVLDTASAICNYNAHYKNHPKYWCRGYFRDYCNIIAFSPNSTNHVALRDTGNQLIVTMSCLTKEDTGWYWCGIQRDFARDDMDFTELIVTDDKGTLANDFWSGKDLSGNKTRSCKAPKVVRKADRSRTSILIICILITGLGIISVISHLTKRRRSQRNRRVGNTLKPFSRVLTPKEMAPTEQM. (4) The drug is CCc1ccc(OP(=O)(Oc2ccc(CC)cc2)C(CCC(N)=O)NC(=O)C(CC(C)C)NC(=O)C(CCC(N)=O)NC(=O)OCc2ccccc2)cc1. The target protein (Q53781) has sequence MNKNVVIKSLATLTILTSVTGIGTTLVEEVQQTAKAENNVTKIQDTNIFPYTGVVAFKSATGFVVGKNTILTNKHVSKNYKVGDRITAHPNSDKGNGGIYSIKKIINYPGKEDVSVIQVEERAIERGPKGFNFNDNVTPFKYAAGAKAGERIKVIGYPHPYKNKYVLYESTGPVMSVEGSSIVYSAHTESGNSGSPVLNSNNELVGIHFASDVKNDDNRNAYGVYFTPEIKKFIAENIDK. The pKi is 4.9. (5) The drug is N[C@@H](CCC(=O)N[C@@H](CCC(=O)N(O)c1ccc(Br)cc1)C(=O)NCC(=O)O)C(=O)O. The target protein (P50107) has sequence MSTDSTRYPIQIEKASNDPTLLLNHTCLRVKDPARTVKFYTEHFGMKLLSRKDFEEAKFSLYFLSFPKDDIPKNKNGEPDVFSAHGVLELTHNWGTEKNPDYKINNGNEEPHRGFGHICFSVSDINKTCEELESQGVKFKKRLSEGRQKDIAFALGPDGYWIELITYSREGQEYPKGSVGNKFNHTMIRIKNPTRSLEFYQNVLGMKLLRTSEHESAKFTLYFLGYGVPKTDSVFSCESVLELTHNWGTENDPNFHYHNGNSEPQGYGHICISCDDAGALCKEIEVKYGDKIQWSPKFNQGRMKNIAFLKDPDGYSIEVVPHGLIA. The pKi is 8.2. (6) The drug is C[C@@H](NC(=O)c1ccco1)C(=O)N1CCN(CCCOc2ccc(C(=O)C3CC3)cc2)CC1. The target protein sequence is FLLNLAISDFLVGAFCIPLYVPYVLTGRWPFSRGLCKLWLVVDYLLCTSSVFNIVLISYDRFLSVTRAVSYRAQQGDTRRAVQKMVLVWVLAFLLYGPAILSWEHLSGGSSIPEGHCYAEFFYNWYFLITASTLEFFTPFLSVTFFN. The pKi is 8.4. (7) The target protein sequence is MLALPLPPPGAGHCGGRRGNGLRVLGVLAPSFSPSRVAMYDCMESFVPGPRRLYGAAGPGAGLLRRATGSSCFAGLESFAWAQPASLQSVETQSTSSEEMVPSSPSPPPPPRVYKPCFVCNDKSSGYHYGVSSCEGCKGFFRRSIQKNMVYTCHRDKNCIINKVTRNRCQYCRLQKCFEVGMSKEAVRNDRNKKKKEVKEEGPPDNYELSPQLEELITKVSKAHQETFPSLCQLGKYTTNSSADHRVQLDLGLWDKFSELATKCIIKIVEFAKRLPGFTGLSIADQITLLKAACLDILMLRICTRYTPEQDTMTFSDGLTLNRTQMHNAGFGPLTDLVFAFAGQLLPLEMDDTETGLLSAICLICGDRMDLEEPEKVDKLQEPLLEALRLYARRRRPSQPYMFPRMLMKITDLRGISTKGAERAITLKMEIPGPMPPLIREMLENPEMFEDDSSKPGPHPKASSEDEAPGSQGKRGQSPQPDQGP. The small molecule is CC(/C=C/c1sccc1-c1cc(C(C)(C)C)cc(C(C)(C)C)c1OCCC(F)F)=C\C(=O)O. The pKi is 5.3.